Dataset: HIV replication inhibition screening data with 41,000+ compounds from the AIDS Antiviral Screen. Task: Binary Classification. Given a drug SMILES string, predict its activity (active/inactive) in a high-throughput screening assay against a specified biological target. (1) The compound is CC(C)=C1C2C(C13C(=O)OC(C)(C)OC3=O)C2(C)C. The result is 0 (inactive). (2) The compound is CC(C)(C)[Si](C)(C)OCC1OC(n2cnc3c(O)nc(NC(=O)c4ccccc4)nc32)C(O[Si](C)(C)C(C)(C)C)C1O[Si](C)(C)C(C)(C)C. The result is 0 (inactive). (3) The compound is CNC(=O)c1cn(C2OC(CO)C(O)C2O)c2ncnc(N)c12. The result is 0 (inactive). (4) The compound is CC(C)=CCCC(C)=CCOC(=O)N(c1ccccc1)c1ccccc1. The result is 0 (inactive). (5) The result is 0 (inactive). The drug is COS(=O)(O)=[OH+].C[n+]1c2ccccc2c(NC(CCCNC(=N)N)C(=O)O)c2ccccc21. (6) The drug is C=C(C)S(=O)(=O)c1ccccc1. The result is 0 (inactive).